From a dataset of Full USPTO retrosynthesis dataset with 1.9M reactions from patents (1976-2016). Predict the reactants needed to synthesize the given product. (1) The reactants are: [C:1]([C:3]1[CH:21]=[C:20]([N+:22]([O-])=O)[CH:19]=[CH:18][C:4]=1[N:5]([CH2:12][CH2:13][CH2:14][CH2:15][CH2:16][CH3:17])[CH2:6][CH2:7][CH2:8][CH2:9][CH2:10][CH3:11])#[N:2]. Given the product [C:1]([C:3]1[CH:21]=[C:20]([NH2:22])[CH:19]=[CH:18][C:4]=1[N:5]([CH2:12][CH2:13][CH2:14][CH2:15][CH2:16][CH3:17])[CH2:6][CH2:7][CH2:8][CH2:9][CH2:10][CH3:11])#[N:2], predict the reactants needed to synthesize it. (2) Given the product [N+:25]([C:28]1[CH:29]=[C:30]2[C:34](=[CH:35][CH:36]=1)[N:33]([CH:6]1[CH2:11][CH2:10][N:9]([C:12]([O:14][C:15]([CH3:18])([CH3:17])[CH3:16])=[O:13])[CH2:8][CH2:7]1)[N:32]=[CH:31]2)([O-:27])=[O:26], predict the reactants needed to synthesize it. The reactants are: CS(O[CH:6]1[CH2:11][CH2:10][N:9]([C:12]([O:14][C:15]([CH3:18])([CH3:17])[CH3:16])=[O:13])[CH2:8][CH2:7]1)(=O)=O.C(=O)([O-])[O-].[K+].[K+].[N+:25]([C:28]1[CH:29]=[C:30]2[C:34](=[CH:35][CH:36]=1)[NH:33][N:32]=[CH:31]2)([O-:27])=[O:26].